Dataset: Full USPTO retrosynthesis dataset with 1.9M reactions from patents (1976-2016). Task: Predict the reactants needed to synthesize the given product. (1) Given the product [CH:23]1([C:19]2[CH:20]=[C:21]([CH3:22])[C:16]([N:13]3[CH2:14][CH2:15][N:10]([C:8]([C:5]4[CH:6]=[CH:7][C:2]([N:36]5[CH2:37][CH2:38][N:34]([CH3:33])[C:35]5=[O:39])=[CH:3][C:4]=4[N:26]4[CH2:30][CH2:29][CH2:28][S:27]4(=[O:32])=[O:31])=[O:9])[CH2:11][CH2:12]3)=[N:17][CH:18]=2)[CH2:25][CH2:24]1, predict the reactants needed to synthesize it. The reactants are: Br[C:2]1[CH:7]=[CH:6][C:5]([C:8]([N:10]2[CH2:15][CH2:14][N:13]([C:16]3[C:21]([CH3:22])=[CH:20][C:19]([CH:23]4[CH2:25][CH2:24]4)=[CH:18][N:17]=3)[CH2:12][CH2:11]2)=[O:9])=[C:4]([N:26]2[CH2:30][CH2:29][CH2:28][S:27]2(=[O:32])=[O:31])[CH:3]=1.[CH3:33][N:34]1[CH2:38][CH2:37][NH:36][C:35]1=[O:39]. (2) The reactants are: [Na+].[Cl-].[CH2:3]([C:10](=[C:13]=[CH2:14])[CH2:11][OH:12])[C:4]1[CH:9]=[CH:8][CH:7]=[CH:6][CH:5]=1. Given the product [CH2:3]([C:10](=[C:13]=[CH2:14])[CH:11]=[O:12])[C:4]1[CH:9]=[CH:8][CH:7]=[CH:6][CH:5]=1, predict the reactants needed to synthesize it. (3) Given the product [CH3:1][CH:2]1[CH2:7][CH2:6][N:5]([CH:8]2[CH2:13][CH2:12][N:11]([S:20]([C:18]3[N:17]=[CH:16][N:15]([CH3:14])[CH:19]=3)(=[O:22])=[O:21])[CH2:10][CH2:9]2)[CH2:4][CH2:3]1, predict the reactants needed to synthesize it. The reactants are: [CH3:1][CH:2]1[CH2:7][CH2:6][N:5]([CH:8]2[CH2:13][CH2:12][NH:11][CH2:10][CH2:9]2)[CH2:4][CH2:3]1.[CH3:14][N:15]1[CH:19]=[C:18]([S:20](Cl)(=[O:22])=[O:21])[N:17]=[CH:16]1. (4) Given the product [CH2:10]([C:14]1([CH3:25])[C:15](=[O:17])[N:2]([CH3:1])[C:3](=[O:4])[NH:5][C:20]1=[O:22])/[CH:11]=[CH:12]/[CH3:13], predict the reactants needed to synthesize it. The reactants are: [CH3:1][NH:2][C:3]([NH2:5])=[O:4].N#N.[H-].[Na+].[CH2:10]([C:14]([CH3:25])([C:20]([O:22]CC)=O)[C:15]([O:17]CC)=O)/[CH:11]=[CH:12]/[CH3:13].